This data is from Catalyst prediction with 721,799 reactions and 888 catalyst types from USPTO. The task is: Predict which catalyst facilitates the given reaction. (1) Reactant: [C:1]([C:3]1[C:23]([N+:24]([O-])=O)=[CH:22][CH:21]=[CH:20][C:4]=1[O:5][CH2:6][C@H:7]1[CH2:12][CH2:11][CH2:10][N:9]([C:13]([O:15][C:16]([CH3:19])([CH3:18])[CH3:17])=[O:14])[CH2:8]1)#[N:2]. Product: [NH2:24][C:23]1[C:3]([C:1]#[N:2])=[C:4]([CH:20]=[CH:21][CH:22]=1)[O:5][CH2:6][C@H:7]1[CH2:12][CH2:11][CH2:10][N:9]([C:13]([O:15][C:16]([CH3:19])([CH3:17])[CH3:18])=[O:14])[CH2:8]1. The catalyst class is: 99. (2) Reactant: [Cl:1][C:2]1[C:7]([Cl:8])=[CH:6][CH:5]=[CH:4][C:3]=1[N:9]1[CH2:14][CH2:13][NH:12][CH2:11][CH2:10]1.Br[CH2:16][CH2:17][CH2:18][CH2:19][O:20][C:21]1[CH:30]=[C:29]2[C:24]([CH2:25][CH2:26][C:27](=[O:31])[NH:28]2)=[CH:23][CH:22]=1.C(N(CC)CC)C. Product: [Cl:1][C:2]1[C:7]([Cl:8])=[CH:6][CH:5]=[CH:4][C:3]=1[N:9]1[CH2:14][CH2:13][N:12]([CH2:16][CH2:17][CH2:18][CH2:19][O:20][C:21]2[CH:30]=[C:29]3[C:24]([CH2:25][CH2:26][C:27](=[O:31])[NH:28]3)=[CH:23][CH:22]=2)[CH2:11][CH2:10]1. The catalyst class is: 10. (3) Reactant: Br[C:2]1[C:3]2[C:4]3[CH2:15][CH2:14][N:13]([C:16]([O:18][C:19]([CH3:22])([CH3:21])[CH3:20])=[O:17])[CH2:12][CH2:11][C:5]=3[NH:6][C:7]=2[CH:8]=[CH:9][CH:10]=1.CCN(CC)CC.[CH3:30][C:31]1([CH3:38])[C:35]([CH3:37])([CH3:36])[O:34][BH:33][O:32]1. Product: [CH3:30][C:31]1([CH3:38])[C:35]([CH3:37])([CH3:36])[O:34][B:33]([C:2]2[C:3]3[C:4]4[CH2:15][CH2:14][N:13]([C:16]([O:18][C:19]([CH3:22])([CH3:21])[CH3:20])=[O:17])[CH2:12][CH2:11][C:5]=4[NH:6][C:7]=3[CH:8]=[CH:9][CH:10]=2)[O:32]1. The catalyst class is: 658. (4) Reactant: Cl[C:2]1[CH:7]=[CH:6][C:5]([N+:8]([O-:10])=[O:9])=[CH:4][N:3]=1.[NH:11]1[CH2:15][CH2:14][CH2:13][CH2:12]1. Product: [N+:8]([C:5]1[CH:6]=[CH:7][C:2]([N:11]2[CH2:15][CH2:14][CH2:13][CH2:12]2)=[N:3][CH:4]=1)([O-:10])=[O:9]. The catalyst class is: 14. (5) Reactant: [F:1][CH:2]([F:35])[O:3][C:4]1[CH:5]=[C:6]([N:14]([CH2:28][C:29]2[CH:30]=[N:31][CH:32]=[CH:33][CH:34]=2)[C:15]2[CH:27]=[CH:26][C:18]([C:19]([O:21]C(C)(C)C)=[O:20])=[CH:17][CH:16]=2)[CH:7]=[CH:8][C:9]=1[O:10][CH:11]([F:13])[F:12].FC(F)(F)C(O)=O. Product: [F:35][CH:2]([F:1])[O:3][C:4]1[CH:5]=[C:6]([N:14]([CH2:28][C:29]2[CH:30]=[N:31][CH:32]=[CH:33][CH:34]=2)[C:15]2[CH:16]=[CH:17][C:18]([C:19]([OH:21])=[O:20])=[CH:26][CH:27]=2)[CH:7]=[CH:8][C:9]=1[O:10][CH:11]([F:13])[F:12]. The catalyst class is: 4. (6) Reactant: [CH3:1][C@H:2]([CH2:6][S:7]([C:10]1[CH:19]=[CH:18][C:17]2[C:12](=[CH:13][CH:14]=[CH:15][CH:16]=2)[CH:11]=1)(=[O:9])=[O:8])[CH2:3][CH2:4][OH:5].CC(C)=[O:22].OS(O)(=O)=O.O=[Cr](=O)=O.[Cr](O)(O)(=O)=O.S(=O)(=O)(O)O. Product: [CH3:1][C@H:2]([CH2:6][S:7]([C:10]1[CH:19]=[CH:18][C:17]2[C:12](=[CH:13][CH:14]=[CH:15][CH:16]=2)[CH:11]=1)(=[O:9])=[O:8])[CH2:3][C:4]([OH:22])=[O:5]. The catalyst class is: 372.